This data is from Catalyst prediction with 721,799 reactions and 888 catalyst types from USPTO. The task is: Predict which catalyst facilitates the given reaction. (1) Reactant: [Cl:1][C:2]1[CH:10]=[CH:9][C:5]([C:6]([OH:8])=O)=[CH:4][N:3]=1.CCN=C=NCCCN(C)C.C1C=CC2N(O)N=NC=2C=1.[NH:32]1[CH2:37][CH2:36][O:35][CH2:34][CH2:33]1. Product: [Cl:1][C:2]1[N:3]=[CH:4][C:5]([C:6]([N:32]2[CH2:37][CH2:36][O:35][CH2:34][CH2:33]2)=[O:8])=[CH:9][CH:10]=1. The catalyst class is: 2. (2) Reactant: [OH:1][C:2]1[CH:7]=[CH:6][C:5]([CH2:8][CH2:9][C@@H:10]([NH:12][C:13](=[O:15])[CH3:14])[CH3:11])=[CH:4][CH:3]=1.[H-].[Na+].Cl[C:19]1[CH:24]=[CH:23][C:22]([N+:25]([O-:27])=[O:26])=[CH:21][N:20]=1. Product: [CH3:11][C@H:10]([NH:12][C:13](=[O:15])[CH3:14])[CH2:9][CH2:8][C:5]1[CH:4]=[CH:3][C:2]([O:1][C:19]2[CH:24]=[CH:23][C:22]([N+:25]([O-:27])=[O:26])=[CH:21][N:20]=2)=[CH:7][CH:6]=1. The catalyst class is: 3. (3) Reactant: [CH:1]1([NH:4][C:5](=[O:30])[C:6]2[CH:11]=[CH:10][C:9]([CH3:12])=[C:8]([N:13]3[C:22](=[O:23])[C:21]4[C:16](=[CH:17][CH:18]=[C:19]([C:24]5[CH2:25][CH2:26][NH:27][CH2:28][CH:29]=5)[CH:20]=4)[N:15]=[CH:14]3)[CH:7]=2)[CH2:3][CH2:2]1.[CH2:31]=O. Product: [CH:1]1([NH:4][C:5](=[O:30])[C:6]2[CH:11]=[CH:10][C:9]([CH3:12])=[C:8]([N:13]3[C:22](=[O:23])[C:21]4[C:16](=[CH:17][CH:18]=[C:19]([C:24]5[CH2:25][CH2:26][N:27]([CH3:31])[CH2:28][CH:29]=5)[CH:20]=4)[N:15]=[CH:14]3)[CH:7]=2)[CH2:3][CH2:2]1. The catalyst class is: 106.